The task is: Predict the reactants needed to synthesize the given product.. This data is from Full USPTO retrosynthesis dataset with 1.9M reactions from patents (1976-2016). (1) Given the product [ClH:18].[NH2:9][C@@H:5]([CH:6]([CH3:8])[CH3:7])[C:3]([N:2]([CH3:17])[CH3:1])=[O:4], predict the reactants needed to synthesize it. The reactants are: [CH3:1][N:2]([CH3:17])[C:3]([C@@H:5]([NH:9]C(=O)OC(C)(C)C)[CH:6]([CH3:8])[CH3:7])=[O:4].[ClH:18]. (2) Given the product [N:8]1([C:4]2[CH:3]=[C:2]([B:13]([OH:18])[OH:14])[CH:7]=[CH:6][CH:5]=2)[CH2:12][CH2:11][CH2:10][CH2:9]1, predict the reactants needed to synthesize it. The reactants are: Br[C:2]1[CH:3]=[C:4]([N:8]2[CH2:12][CH2:11][CH2:10][CH2:9]2)[CH:5]=[CH:6][CH:7]=1.[B:13](OC(C)C)([O:18]C(C)C)[O:14]C(C)C.[Li]CCCC. (3) Given the product [F:1][C:2]1[CH:7]=[CH:6][C:5]([N+:8]([O-:10])=[O:9])=[CH:4][C:3]=1[CH2:11][CH2:12][OH:13], predict the reactants needed to synthesize it. The reactants are: [F:1][C:2]1[CH:7]=[CH:6][C:5]([N+:8]([O-:10])=[O:9])=[CH:4][C:3]=1[CH2:11][C:12](O)=[O:13].CO.